From a dataset of Catalyst prediction with 721,799 reactions and 888 catalyst types from USPTO. Predict which catalyst facilitates the given reaction. (1) Reactant: [H-].[Na+].[N+:3]([C:6]1[CH:11]=[CH:10][C:9]([OH:12])=[CH:8][CH:7]=1)([O-:5])=[O:4].[CH2:13]([P:15](Cl)(Cl)=[O:16])[CH3:14]. Product: [CH2:13]([P:15](=[O:16])([O:12][C:9]1[CH:10]=[CH:11][C:6]([N+:3]([O-:5])=[O:4])=[CH:7][CH:8]=1)[O:12][C:9]1[CH:10]=[CH:11][C:6]([N+:3]([O-:5])=[O:4])=[CH:7][CH:8]=1)[CH3:14]. The catalyst class is: 1. (2) Reactant: [OH-].[K+].O.[CH3:4][C:5]1[CH:6]=[C:7]([CH:10]=[CH:11][CH:12]=1)[CH:8]=O.[CH:13](=[O:16])[CH2:14][CH3:15]. Product: [CH3:15]/[C:14](=[CH:8]\[C:7]1[CH:10]=[CH:11][CH:12]=[C:5]([CH3:4])[CH:6]=1)/[CH:13]=[O:16]. The catalyst class is: 196.